From a dataset of Reaction yield outcomes from USPTO patents with 853,638 reactions. Predict the reaction yield, written as a fraction of the theoretical maximum amount of product (1.0 means a 100% yield; for example, 0.34 means a 34% yield). (1) The reactants are [C:1]([O:5][C:6]([N:8]1[CH2:13][CH2:12][N:11]([C:14]2[CH:19]=[CH:18][C:17]([NH2:20])=[CH:16][CH:15]=2)[CH2:10][CH2:9]1)=[O:7])([CH3:4])([CH3:3])[CH3:2].[Cl:21][C:22]1[CH:23]=[CH:24][C:25]([O:31][CH3:32])=[C:26]([N:28]=[C:29]=[O:30])[CH:27]=1.CO. The catalyst is O1CCCC1. The product is [C:1]([O:5][C:6]([N:8]1[CH2:13][CH2:12][N:11]([C:14]2[CH:15]=[CH:16][C:17]([NH:20][C:29]([NH:28][C:26]3[CH:27]=[C:22]([Cl:21])[CH:23]=[CH:24][C:25]=3[O:31][CH3:32])=[O:30])=[CH:18][CH:19]=2)[CH2:10][CH2:9]1)=[O:7])([CH3:4])([CH3:2])[CH3:3]. The yield is 0.890. (2) The reactants are [F:1][C:2]1[CH:7]=[CH:6][C:5]([NH:8][C:9]2[N:10]([CH3:25])[C:11]3[C:20]4[C:19](=[O:21])[NH:18][C:17]([CH3:22])=[C:16]([CH3:23])[C:15]=4[CH:14]=[CH:13][C:12]=3[N:24]=2)=[C:4]([CH3:26])[CH:3]=1.[O:27]1CCOCC1. No catalyst specified. The product is [F:1][C:2]1[CH:7]=[CH:6][C:5]([NH:8][C:9]2[N:10]([CH3:25])[C:11]3[C:20]4[C:19](=[O:21])[NH:18][C:17]([CH:22]=[O:27])=[C:16]([CH3:23])[C:15]=4[CH:14]=[CH:13][C:12]=3[N:24]=2)=[C:4]([CH3:26])[CH:3]=1. The yield is 0.820. (3) The catalyst is O. The reactants are Br[C:2]1[S:3][C:4]([C:7]([C:9]2[C:17]3[C:12](=[N:13][CH:14]=[CH:15][CH:16]=3)[NH:11][CH:10]=2)=[O:8])=[CH:5][N:6]=1.[Cl:18][C:19]1[CH:26]=[CH:25][C:22]([CH2:23][NH2:24])=[CH:21][CH:20]=1.C(N(CC)C(C)C)(C)C. The product is [Cl:18][C:19]1[CH:26]=[CH:25][C:22]([CH2:23][NH:24][C:2]2[S:3][C:4]([C:7]([C:9]3[C:17]4[C:12](=[N:13][CH:14]=[CH:15][CH:16]=4)[NH:11][CH:10]=3)=[O:8])=[CH:5][N:6]=2)=[CH:21][CH:20]=1. The yield is 0.300.